Dataset: Retrosynthesis with 50K atom-mapped reactions and 10 reaction types from USPTO. Task: Predict the reactants needed to synthesize the given product. (1) Given the product NC(=O)c1cc(-c2ccccc2)cc2c(C3CCN(S(=O)(=O)CCCCl)CC3)c[nH]c12, predict the reactants needed to synthesize it. The reactants are: NC(=O)c1cc(-c2ccccc2)cc2c(C3CCNCC3)c[nH]c12.O=S(=O)(Cl)CCCCl. (2) Given the product O=C(C1Cc2ccccc2N1c1ncccn1)N1CCCC1, predict the reactants needed to synthesize it. The reactants are: C1CCNC1.O=C(O)C1Cc2ccccc2N1c1ncccn1. (3) The reactants are: CCOC(=O)C(=O)N1CC[C@@H](C(=O)N(C)Cc2cc(C(F)(F)F)cc(C(F)(F)F)c2)[C@H](c2ccc(F)cc2C)C1.N. Given the product Cc1cc(F)ccc1[C@@H]1CN(C(=O)C(N)=O)CC[C@H]1C(=O)N(C)Cc1cc(C(F)(F)F)cc(C(F)(F)F)c1, predict the reactants needed to synthesize it. (4) Given the product Cc1noc(-c2ccc(N3CC[C@H](C(=O)N4CCN(C(C)C)CC4)C3)c(F)c2)n1, predict the reactants needed to synthesize it. The reactants are: CC(C)N1CCN(C(=O)[C@H]2CCNC2)CC1.Cc1noc(-c2ccc(Br)c(F)c2)n1. (5) Given the product Cn1ncc(Cl)c1-c1ncc(C(=O)N[C@@H](Cc2cccc(F)c2)CN2C(=O)c3ccccc3C2=O)o1, predict the reactants needed to synthesize it. The reactants are: Cn1ncc(Cl)c1-c1ncc(C(=O)O)o1.N[C@@H](Cc1cccc(F)c1)CN1C(=O)c2ccccc2C1=O. (6) Given the product COC(=O)c1ccc(N)cc1OCC1CC1, predict the reactants needed to synthesize it. The reactants are: COC(=O)c1ccc([N+](=O)[O-])cc1OCC1CC1.